Dataset: Full USPTO retrosynthesis dataset with 1.9M reactions from patents (1976-2016). Task: Predict the reactants needed to synthesize the given product. Given the product [CH2:5]([C:12]1[N:13]([CH2:29][C:30]2[CH:35]=[CH:34][C:33]([C:36]3[CH:37]=[CH:38][CH:39]=[CH:40][CH:41]=3)=[CH:32][CH:31]=2)[N:14]=[C:15]2[N:16]3[CH2:25][C:24]([CH3:28])([CH3:27])[N:23]=[C:17]3[N:18]([CH3:22])[C:19](=[O:21])[C:20]=12)[C:6]1[CH:11]=[CH:10][CH:9]=[CH:8][CH:7]=1, predict the reactants needed to synthesize it. The reactants are: S(Cl)(Cl)=O.[CH2:5]([C:12]1[N:13]([CH2:29][C:30]2[CH:35]=[CH:34][C:33]([C:36]3[CH:41]=[CH:40][CH:39]=[CH:38][CH:37]=3)=[CH:32][CH:31]=2)[N:14]=[C:15]2[C:20]=1[C:19](=[O:21])[N:18]([CH3:22])[C:17](=[N:23][C:24]([CH3:28])([CH3:27])[CH2:25]O)[NH:16]2)[C:6]1[CH:11]=[CH:10][CH:9]=[CH:8][CH:7]=1.